This data is from Catalyst prediction with 721,799 reactions and 888 catalyst types from USPTO. The task is: Predict which catalyst facilitates the given reaction. Product: [ClH:20].[Br:11][C:9]1[CH:8]=[CH:7][C:6]([S:12][CH3:13])=[C:5]([CH2:4][NH2:3])[CH:10]=1. Reactant: CO[N:3]=[CH:4][C:5]1[CH:10]=[C:9]([Br:11])[CH:8]=[CH:7][C:6]=1[S:12][CH3:13].O1CCCC1.B.[ClH:20].[OH-].[Na+]. The catalyst class is: 54.